Dataset: Peptide-MHC class I binding affinity with 185,985 pairs from IEDB/IMGT. Task: Regression. Given a peptide amino acid sequence and an MHC pseudo amino acid sequence, predict their binding affinity value. This is MHC class I binding data. (1) The peptide sequence is FPLCANGQVF. The MHC is HLA-B54:01 with pseudo-sequence HLA-B54:01. The binding affinity (normalized) is 0.456. (2) The peptide sequence is MAWGGSYIA. The MHC is HLA-A68:02 with pseudo-sequence HLA-A68:02. The binding affinity (normalized) is 0.740. (3) The peptide sequence is GLNKIVRMY. The MHC is HLA-A24:02 with pseudo-sequence HLA-A24:02. The binding affinity (normalized) is 0. (4) The peptide sequence is AEAQMSIQL. The MHC is HLA-B40:01 with pseudo-sequence HLA-B40:01. The binding affinity (normalized) is 0.711.